Predict the reaction yield, written as a fraction of the theoretical maximum amount of product (1.0 means a 100% yield; for example, 0.34 means a 34% yield). From a dataset of Reaction yield outcomes from USPTO patents with 853,638 reactions. The reactants are [Cl:1][C:2]1[CH:3]=[C:4]([N:10]([C:15]2[C:34]([CH:35]3[CH2:37][CH2:36]3)=[CH:33][C:18]3[C:19]([C:29]([NH:31][CH3:32])=[O:30])=[C:20]([C:22]4[CH:27]=[CH:26][C:25]([F:28])=[CH:24][CH:23]=4)[O:21][C:17]=3[CH:16]=2)[S:11]([CH3:14])(=[O:13])=[O:12])[CH:5]=[CH:6][C:7]=1[CH:8]=C.C1C[O:41]CC1.O.I([O-])(=O)(=O)=O.[Na+]. The catalyst is CCOC(C)=O.[Os](=O)(=O)(=O)=O. The product is [Cl:1][C:2]1[CH:3]=[C:4]([N:10]([C:15]2[C:34]([CH:35]3[CH2:37][CH2:36]3)=[CH:33][C:18]3[C:19]([C:29]([NH:31][CH3:32])=[O:30])=[C:20]([C:22]4[CH:23]=[CH:24][C:25]([F:28])=[CH:26][CH:27]=4)[O:21][C:17]=3[CH:16]=2)[S:11]([CH3:14])(=[O:13])=[O:12])[CH:5]=[CH:6][C:7]=1[CH:8]=[O:41]. The yield is 0.500.